Dataset: Full USPTO retrosynthesis dataset with 1.9M reactions from patents (1976-2016). Task: Predict the reactants needed to synthesize the given product. (1) Given the product [NH4+:9].[OH-:23].[F:1][C:2]1[CH:7]=[CH:6][CH:5]=[C:4]([F:8])[C:3]=1[N:9]1[C:14]2[N:15]=[C:16]([NH:43][CH2:42][CH2:41][N:39]([CH3:40])[CH3:38])[N:17]=[C:18]([C:19]3[CH:20]=[C:21]([CH:29]=[CH:30][C:31]=3[CH3:32])[C:22]([N:24]([CH2:27][CH3:28])[CH2:25][CH3:26])=[O:23])[C:13]=2[CH2:12][NH:11][C:10]1=[O:37], predict the reactants needed to synthesize it. The reactants are: [F:1][C:2]1[CH:7]=[CH:6][CH:5]=[C:4]([F:8])[C:3]=1[N:9]1[C:14]2[N:15]=[C:16](S(C)(=O)=O)[N:17]=[C:18]([C:19]3[CH:20]=[C:21]([CH:29]=[CH:30][C:31]=3[CH3:32])[C:22]([N:24]([CH2:27][CH3:28])[CH2:25][CH3:26])=[O:23])[C:13]=2[CH2:12][NH:11][C:10]1=[O:37].[CH3:38][N:39]([CH2:41][CH2:42][NH2:43])[CH3:40]. (2) Given the product [NH2:1][C:2]1[N:3]=[C:4]([C:21]2[CH:26]=[CH:25][CH:24]=[CH:23][CH:22]=2)[C:5]([C:11]2[CH:12]=[CH:13][C:14](=[O:20])[N:15]([CH:17]([CH3:19])[CH3:18])[N:16]=2)=[C:6]([NH:33][C:28]2[CH:29]=[CH:30][CH:31]=[CH:32][N:27]=2)[N:7]=1, predict the reactants needed to synthesize it. The reactants are: [NH2:1][C:2]1[N:7]=[C:6](S(C)=O)[C:5]([C:11]2[CH:12]=[CH:13][C:14](=[O:20])[N:15]([CH:17]([CH3:19])[CH3:18])[N:16]=2)=[C:4]([C:21]2[CH:26]=[CH:25][CH:24]=[CH:23][CH:22]=2)[N:3]=1.[N:27]1[CH:32]=[CH:31][CH:30]=[CH:29][C:28]=1[NH2:33]. (3) Given the product [O:1]=[C:2]1[CH2:8][CH2:7][CH:6]([CH2:9][C:10]([O:12][C:13]([CH3:14])([CH3:15])[CH3:16])=[O:11])[C:5]2[CH:17]=[CH:18][CH:19]=[CH:20][C:4]=2[NH:3]1, predict the reactants needed to synthesize it. The reactants are: [O:1]=[C:2]1[CH2:8][CH:7]=[C:6]([CH2:9][C:10]([O:12][C:13]([CH3:16])([CH3:15])[CH3:14])=[O:11])[C:5]2[CH:17]=[CH:18][CH:19]=[CH:20][C:4]=2[NH:3]1. (4) Given the product [N:11]([CH2:2][C:3]1[O:4][CH:5]=[C:6]([OH:10])[C:7](=[O:9])[CH:8]=1)=[N+:12]=[N-:13], predict the reactants needed to synthesize it. The reactants are: Cl[CH2:2][C:3]1[O:4][CH:5]=[C:6]([OH:10])[C:7](=[O:9])[CH:8]=1.[N-:11]=[N+:12]=[N-:13].[Na+]. (5) Given the product [Cl:21][C:18]1[CH:19]=[CH:20][C:15]([C:8]2([C:5]3[CH:6]=[CH:7][C:2]([C:30]4[CH:31]=[N:32][NH:33][CH:34]=4)=[CH:3][CH:4]=3)[CH2:13][CH2:12][N:11]([CH3:14])[CH2:10][CH2:9]2)=[CH:16][CH:17]=1, predict the reactants needed to synthesize it. The reactants are: Br[C:2]1[CH:7]=[CH:6][C:5]([C:8]2([C:15]3[CH:20]=[CH:19][C:18]([Cl:21])=[CH:17][CH:16]=3)[CH2:13][CH2:12][N:11]([CH3:14])[CH2:10][CH2:9]2)=[CH:4][CH:3]=1.CC1(C)C(C)(C)OB([C:30]2[CH:31]=[N:32][NH:33][CH:34]=2)O1.